Dataset: Catalyst prediction with 721,799 reactions and 888 catalyst types from USPTO. Task: Predict which catalyst facilitates the given reaction. (1) Reactant: CC1(C)C(C)(C)OB([C:9]2[CH:14]=[CH:13][C:12]([C:15]([F:18])([F:17])[F:16])=[CH:11][CH:10]=2)O1.Br[C:21]1[CH:22]=[C:23]([CH:26]=[C:27]([F:29])[CH:28]=1)[C:24]#[N:25].C(=O)([O-])[O-].[K+].[K+].O. Product: [F:29][C:27]1[CH:26]=[C:23]([C:24]#[N:25])[CH:22]=[C:21]([C:9]2[CH:10]=[CH:11][C:12]([C:15]([F:16])([F:17])[F:18])=[CH:13][CH:14]=2)[CH:28]=1. The catalyst class is: 128. (2) Reactant: [CH2:1]([N:8]([C:15]([C:28]1[CH:33]=[CH:32][CH:31]=[CH:30][CH:29]=1)([C:22]1[CH:27]=[CH:26][CH:25]=[CH:24][CH:23]=1)[C:16]1[CH:21]=[CH:20][CH:19]=[CH:18][CH:17]=1)[C:9](=[O:14])[C@@H:10]([CH2:12][OH:13])[NH2:11])[C:2]1[CH:7]=[CH:6][CH:5]=[CH:4][CH:3]=1.[CH3:34]I. Product: [CH2:1]([N:8]([C:15]([C:28]1[CH:29]=[CH:30][CH:31]=[CH:32][CH:33]=1)([C:22]1[CH:23]=[CH:24][CH:25]=[CH:26][CH:27]=1)[C:16]1[CH:17]=[CH:18][CH:19]=[CH:20][CH:21]=1)[C:9](=[O:14])[C@@H:10]([CH2:12][O:13][CH3:34])[NH2:11])[C:2]1[CH:3]=[CH:4][CH:5]=[CH:6][CH:7]=1. The catalyst class is: 1.